This data is from Forward reaction prediction with 1.9M reactions from USPTO patents (1976-2016). The task is: Predict the product of the given reaction. (1) Given the reactants Cl.C[O:3][C:4](=[O:16])[C@H:5]([CH2:7][C:8]1[CH:13]=[CH:12][C:11]([F:14])=[C:10]([Br:15])[CH:9]=1)[NH2:6].[N:17]1[S:21][N:20]=[C:19]2[C:22]([S:26]([NH:29][C:30]3[CH:38]=[C:37]([Cl:39])[CH:36]=[CH:35][C:31]=3[C:32](O)=[O:33])(=[O:28])=[O:27])=[CH:23][CH:24]=[CH:25][C:18]=12, predict the reaction product. The product is: [N:17]1[S:21][N:20]=[C:19]2[C:22]([S:26]([NH:29][C:30]3[CH:38]=[C:37]([Cl:39])[CH:36]=[CH:35][C:31]=3[C:32]([NH:6][C@@H:5]([CH2:7][C:8]3[CH:13]=[CH:12][C:11]([F:14])=[C:10]([Br:15])[CH:9]=3)[C:4]([OH:3])=[O:16])=[O:33])(=[O:28])=[O:27])=[CH:23][CH:24]=[CH:25][C:18]=12. (2) Given the reactants [Br:1][C:2]1[CH:7]=[CH:6][C:5]([OH:8])=[CH:4][CH:3]=1.CC([O-])(C)C.[K+].Br[CH2:16][C:17]([CH:19]1[CH2:21][CH2:20]1)=[O:18].C([O-])([O-])=O.[K+].[K+], predict the reaction product. The product is: [Br:1][C:2]1[CH:7]=[CH:6][C:5]([O:8][CH2:16][C:17]([CH:19]2[CH2:21][CH2:20]2)=[O:18])=[CH:4][CH:3]=1. (3) Given the reactants [Cl:1][C:2]1[N:3]=[C:4]([N:13]2[CH2:18][CH2:17][O:16][CH2:15][CH2:14]2)[C:5]2[CH:10]=[C:9]([CH:11]=O)[S:8][C:6]=2[N:7]=1.[CH3:19][NH2:20].[CH3:21][S:22](Cl)(=[O:24])=[O:23], predict the reaction product. The product is: [Cl:1][C:2]1[N:3]=[C:4]([N:13]2[CH2:18][CH2:17][O:16][CH2:15][CH2:14]2)[C:5]2[CH:10]=[C:9]([CH2:11][N:20]([CH3:19])[S:22]([CH3:21])(=[O:24])=[O:23])[S:8][C:6]=2[N:7]=1. (4) Given the reactants [CH2:1]([N:3]([CH2:19][CH3:20])[CH2:4][CH2:5][N:6]1[CH2:11][CH2:10][C:9]2[NH:12][C:13]([CH:16]=O)=[C:14]([CH3:15])[C:8]=2[C:7]1=[O:18])[CH3:2].[NH:21]1[CH2:26][CH2:25][CH:24]([C:27]2[CH:35]=[CH:34][CH:33]=[C:32]3[C:28]=2[CH2:29][C:30](=[O:36])[NH:31]3)[CH2:23][CH2:22]1, predict the reaction product. The product is: [CH2:1]([N:3]([CH2:19][CH3:20])[CH2:4][CH2:5][N:6]1[CH2:11][CH2:10][C:9]2[NH:12][C:13]([CH:16]=[C:29]3[C:28]4[C:32](=[CH:33][CH:34]=[CH:35][C:27]=4[CH:24]4[CH2:23][CH2:22][NH:21][CH2:26][CH2:25]4)[NH:31][C:30]3=[O:36])=[C:14]([CH3:15])[C:8]=2[C:7]1=[O:18])[CH3:2]. (5) Given the reactants Cl.[S:2]([N:12]1[C:16]2=[N:17][CH:18]=[C:19]([CH2:21][NH2:22])[N:20]=[C:15]2[CH:14]=[CH:13]1)([C:5]1[CH:11]=[CH:10][C:8]([CH3:9])=[CH:7][CH:6]=1)(=[O:4])=[O:3].CC#N.C([O-])([O-])=O.[Na+].[Na+].[CH3:32][C:33]([O:36][C:37](O[C:37]([O:36][C:33]([CH3:35])([CH3:34])[CH3:32])=[O:38])=[O:38])([CH3:35])[CH3:34], predict the reaction product. The product is: [S:2]([N:12]1[C:16]2=[N:17][CH:18]=[C:19]([CH2:21][NH:22][C:37](=[O:38])[O:36][C:33]([CH3:35])([CH3:34])[CH3:32])[N:20]=[C:15]2[CH:14]=[CH:13]1)([C:5]1[CH:6]=[CH:7][C:8]([CH3:9])=[CH:10][CH:11]=1)(=[O:3])=[O:4]. (6) Given the reactants N[C@@H:2]([CH2:6][C:7]1[CH:12]=[CH:11][C:10]([OH:13])=[C:9]([OH:14])[CH:8]=1)[C:3]([OH:5])=O.[CH:15]1([NH:22][C:23]([NH2:25])=[S:24])[CH2:21][CH2:20][CH2:19][CH2:18][CH2:17][CH2:16]1, predict the reaction product. The product is: [CH:15]1([NH:22][C:23]2[S:24][CH:2]([CH2:6][C:7]3[CH:12]=[CH:11][C:10]([OH:13])=[C:9]([OH:14])[CH:8]=3)[C:3](=[O:5])[N:25]=2)[CH2:21][CH2:20][CH2:19][CH2:18][CH2:17][CH2:16]1. (7) Given the reactants [OH:1][CH2:2][CH2:3][C:4]#[C:5][C:6]1[CH:13]=[CH:12][CH:11]=[CH:10][C:7]=1[CH:8]=O.[NH3:14], predict the reaction product. The product is: [OH:1][CH2:2][CH2:3][C:4]1[N:14]=[CH:8][C:7]2[C:6]([CH:5]=1)=[CH:13][CH:12]=[CH:11][CH:10]=2. (8) Given the reactants C(N(CC)C(C1C=C(C2C=NN(CCCO)C=2)C=CC=1NC1C(C(F)(F)F)=CN=C(NC2C=CC(CP(=O)(O)OCC)=CC=2OC)N=1)=O)C.[OH:50][CH2:51][CH:52]([CH3:98])[CH2:53][N:54]1[CH:58]=[C:57]([C:59]2[N:64]=[C:63]([C:65](=[O:68])[NH:66][CH3:67])[C:62]([NH:69][C:70]3[C:75]([C:76]([F:79])([F:78])[F:77])=[CH:74][N:73]=[C:72]([NH:80][C:81]4[CH:95]=[CH:94][C:84]([CH2:85][P:86](=[O:93])([O:90]CC)[O:87][CH2:88][CH3:89])=[CH:83][C:82]=4[O:96][CH3:97])[N:71]=3)=[CH:61][CH:60]=2)[CH:56]=[N:55]1, predict the reaction product. The product is: [OH:50][CH2:51][CH:52]([CH3:98])[CH2:53][N:54]1[CH:58]=[C:57]([C:59]2[N:64]=[C:63]([C:65](=[O:68])[NH:66][CH3:67])[C:62]([NH:69][C:70]3[C:75]([C:76]([F:79])([F:77])[F:78])=[CH:74][N:73]=[C:72]([NH:80][C:81]4[CH:95]=[CH:94][C:84]([CH2:85][P:86](=[O:90])([OH:93])[O:87][CH2:88][CH3:89])=[CH:83][C:82]=4[O:96][CH3:97])[N:71]=3)=[CH:61][CH:60]=2)[CH:56]=[N:55]1.